From a dataset of Full USPTO retrosynthesis dataset with 1.9M reactions from patents (1976-2016). Predict the reactants needed to synthesize the given product. (1) Given the product [CH2:12]([N:9]([CH2:12][C:13]1[CH:18]=[CH:17][CH:16]=[CH:15][CH:14]=1)[C:8]1[CH:10]=[C:4]([Br:3])[CH:5]=[CH:6][C:7]=1[Cl:11])[C:13]1[CH:18]=[CH:17][CH:16]=[CH:15][CH:14]=1, predict the reactants needed to synthesize it. The reactants are: [H-].[Na+].[Br:3][C:4]1[CH:5]=[CH:6][C:7]([Cl:11])=[C:8]([CH:10]=1)[NH2:9].[CH2:12](Br)[C:13]1[CH:18]=[CH:17][CH:16]=[CH:15][CH:14]=1. (2) Given the product [CH3:1][C:2]([C:6]1[S:7][CH:8]=[CH:9][CH:10]=1)([CH3:5])[CH2:3][NH2:4], predict the reactants needed to synthesize it. The reactants are: [CH3:1][C:2]([C:6]1[S:7][CH:8]=[CH:9][CH:10]=1)([CH3:5])[C:3]#[N:4].[H-].[Al+3].[Li+].[H-].[H-].[H-]. (3) Given the product [CH2:1]([O:3][CH:4]([O:8][CH2:9][CH3:10])[CH2:5][CH2:6][N:7]1[CH2:12][CH2:13][CH2:14][NH:15][C:16]1=[O:17])[CH3:2], predict the reactants needed to synthesize it. The reactants are: [CH2:1]([O:3][CH:4]([O:8][CH2:9][CH3:10])[CH2:5][CH2:6][NH2:7])[CH3:2].Cl[CH2:12][CH2:13][CH2:14][N:15]=[C:16]=[O:17].[H-].[Na+]. (4) Given the product [Cl:1][C:2]1[CH:3]=[C:4]([NH:5][CH2:23][C:17]2[N:18]=[C:19]3[C:14](=[N:15][CH:16]=2)[N:13]=[C:12]([NH2:11])[N:21]=[C:20]3[NH2:22])[CH:6]=[C:7]([Cl:9])[CH:8]=1, predict the reactants needed to synthesize it. The reactants are: [Cl:1][C:2]1[CH:3]=[C:4]([CH:6]=[C:7]([Cl:9])[CH:8]=1)[NH2:5].Cl.[NH2:11][C:12]1[N:21]=[C:20]([NH2:22])[C:19]2[C:14](=[N:15][CH:16]=[CH:17][N:18]=2)[N:13]=1.[CH3:23]N(C=O)C. (5) Given the product [CH:23]1([NH:27][C:2]2[C:3]([C:16]3[CH:21]=[CH:20][C:19]([F:22])=[CH:18][CH:17]=3)=[N:4][C:5]3[C:10]([N:11]=2)=[CH:9][C:8]([C:12]([O:14][CH3:15])=[O:13])=[CH:7][CH:6]=3)[CH2:26][CH2:25][CH2:24]1, predict the reactants needed to synthesize it. The reactants are: Cl[C:2]1[C:3]([C:16]2[CH:21]=[CH:20][C:19]([F:22])=[CH:18][CH:17]=2)=[N:4][C:5]2[C:10]([N:11]=1)=[CH:9][C:8]([C:12]([O:14][CH3:15])=[O:13])=[CH:7][CH:6]=2.[CH:23]1([NH2:27])[CH2:26][CH2:25][CH2:24]1.CCN(C(C)C)C(C)C. (6) Given the product [F:1][C:2]1[CH:9]=[C:8]([C:10]2[CH:15]=[CH:14][N:13]=[C:12]3[NH:16][C:17]([C:19]4[CH2:20][CH2:21][N:22]([CH3:25])[CH2:23][CH:24]=4)=[N:18][C:11]=23)[CH:7]=[CH:6][C:3]=1[CH2:4][NH:5][C:35]([C:33]1[O:34][C:30]([C:26]([CH3:29])([CH3:28])[CH3:27])=[N:31][N:32]=1)=[O:36], predict the reactants needed to synthesize it. The reactants are: [F:1][C:2]1[CH:9]=[C:8]([C:10]2[CH:15]=[CH:14][N:13]=[C:12]3[NH:16][C:17]([C:19]4[CH2:20][CH2:21][N:22]([CH3:25])[CH2:23][CH:24]=4)=[N:18][C:11]=23)[CH:7]=[CH:6][C:3]=1[CH2:4][NH2:5].[C:26]([C:30]1[O:34][C:33]([C:35](O)=[O:36])=[N:32][N:31]=1)([CH3:29])([CH3:28])[CH3:27].CCN(C(C)C)C(C)C.C(P1(=O)OP(=O)(CCC)OP(=O)(CCC)O1)CC. (7) Given the product [Br:26][C:8]1[CH:9]=[C:10]([O:24][CH3:25])[CH:11]=[C:12]2[C:7]=1[NH:6][C:5]([C:3]([OH:4])=[O:2])=[CH:14][C:13]2=[O:15], predict the reactants needed to synthesize it. The reactants are: C[O:2][C:3]([C:5]1[CH:14]=[C:13]([O:15]COCC[Si](C)(C)C)[C:12]2[C:7](=[C:8]([Br:26])[CH:9]=[C:10]([O:24][CH3:25])[CH:11]=2)[N:6]=1)=[O:4].O1CCCC1.O.O.[OH-].[Li+]. (8) Given the product [CH3:12][Si:13]([CH3:24])([CH3:23])[C:14]1[O:22][C:21]2[C:16](=[N+:17]([O-:9])[CH:18]=[CH:19][CH:20]=2)[CH:15]=1, predict the reactants needed to synthesize it. The reactants are: C1C=C(Cl)C=C(C(OO)=[O:9])C=1.[CH3:12][Si:13]([CH3:24])([CH3:23])[C:14]1[O:22][C:21]2[C:16](=[N:17][CH:18]=[CH:19][CH:20]=2)[CH:15]=1.